Dataset: Reaction yield outcomes from USPTO patents with 853,638 reactions. Task: Predict the reaction yield, written as a fraction of the theoretical maximum amount of product (1.0 means a 100% yield; for example, 0.34 means a 34% yield). The reactants are Br[CH:2]([CH2:7][CH2:8][Br:9])[C:3]([O:5][CH3:6])=[O:4].[S:10]1C=CC=C1CC(O)=O.CCN(C(C)C)C(C)C.C1C[O:31][CH2:30][CH2:29]1. No catalyst specified. The product is [C:30]([S:10][CH:2]([CH2:7][CH2:8][Br:9])[C:3]([O:5][CH3:6])=[O:4])(=[O:31])[CH3:29]. The yield is 0.960.